From a dataset of Reaction yield outcomes from USPTO patents with 853,638 reactions. Predict the reaction yield, written as a fraction of the theoretical maximum amount of product (1.0 means a 100% yield; for example, 0.34 means a 34% yield). (1) The reactants are [CH2:1]1[C@H:6](N)[C@@H:5]([O:8][C@H:9]2O[C@H](CN)[C@@H](O)[C@H](O)[C@H]2O)[C@H:4]([OH:20])[C@@H:3]([O:21][C@H:22]2[O:27][C@H:26]([CH2:28][OH:29])[C@@H:25]([OH:30])[C@H:24](N)[C@H:23]2[OH:32])[C@@H:2]1N.CC1[C:40]2[O:41][C@]3(C)OC=C[C@H](OC)[C@@H](C)[C@@H](OC(C)=O)[C@H](C)[C@H](O)[C@H](C)[C@@H](O)[C@@H](C)C=CC=C(C)C(NC4C(/C=N/N5CCN(C)CC5)=C(O)C([C:39]=2C3=O)=C(C=4O)C=1O)=O. No catalyst specified. The product is [O:29]=[CH:28][C@@H:26]([C@H:25]([C@@H:24]([C@@H:23]([CH2:22][OH:21])[OH:32])[OH:41])[OH:30])[OH:27].[CH3:39][C:40]([C:1]1[CH:2]=[C:3]([O:21][CH3:22])[C:4]([OH:20])=[C:5]([O:8][CH3:9])[CH:6]=1)=[O:41]. The yield is 0.0500. (2) The reactants are [Cl:1][C:2]1[CH:3]=[C:4]2[CH:10]=[CH:9][NH:8][C:5]2=[N:6][CH:7]=1.[H-].[Na+].[CH3:13][C:14]([Si:17](Cl)([CH3:19])[CH3:18])([CH3:16])[CH3:15].[Cl-].[NH4+]. The catalyst is C1COCC1. The product is [C:14]([Si:17]([CH3:19])([CH3:18])[N:8]1[C:5]2=[N:6][CH:7]=[C:2]([Cl:1])[CH:3]=[C:4]2[CH:10]=[CH:9]1)([CH3:16])([CH3:15])[CH3:13]. The yield is 0.820. (3) The reactants are [CH3:1][C:2]1[CH:11]=[N:10][C:9]2[C:4](=[C:5]([N+:12]([O-])=O)[CH:6]=[CH:7][CH:8]=2)[N:3]=1. The catalyst is CO.[Cl-].[Cl-].[Cl-].[Ti+3]. The product is [CH3:1][C:2]1[CH:11]=[N:10][C:9]2[C:4](=[C:5]([NH2:12])[CH:6]=[CH:7][CH:8]=2)[N:3]=1. The yield is 0.770. (4) The reactants are [CH2:1]([O:8][C:9]1[C:10]2[N:11]([C:15](I)=[C:16]([C:18]3[CH:23]=[CH:22][C:21]([F:24])=[CH:20][CH:19]=3)[N:17]=2)[CH:12]=[CH:13][CH:14]=1)[C:2]1[CH:7]=[CH:6][CH:5]=[CH:4][CH:3]=1.[CH3:26][S:27][C:28]1[N:33]=[C:32]([Sn](CCCC)(CCCC)CCCC)[CH:31]=[CH:30][N:29]=1.[F-].[K+]. The catalyst is C1(C)C=CC=CC=1.C(OCC)(=O)C.Cl[Pd](Cl)([P](C1C=CC=CC=1)(C1C=CC=CC=1)C1C=CC=CC=1)[P](C1C=CC=CC=1)(C1C=CC=CC=1)C1C=CC=CC=1. The product is [CH2:1]([O:8][C:9]1[C:10]2[N:11]([C:15]([C:30]3[CH:31]=[CH:32][N:33]=[C:28]([S:27][CH3:26])[N:29]=3)=[C:16]([C:18]3[CH:23]=[CH:22][C:21]([F:24])=[CH:20][CH:19]=3)[N:17]=2)[CH:12]=[CH:13][CH:14]=1)[C:2]1[CH:7]=[CH:6][CH:5]=[CH:4][CH:3]=1. The yield is 0.390. (5) The reactants are [ClH:1].C[O:3][C:4]1[CH:5]=[CH:6][C:7]2[CH:8]3[CH2:16][CH:12]([CH2:13][C:14]=2[CH:15]=1)[CH2:11][NH:10][CH2:9]3.[NH4+].[OH-]. The catalyst is Br. The product is [ClH:1].[CH:8]12[CH2:16][CH:12]([CH2:11][NH:10][CH2:9]1)[CH2:13][C:14]1[CH:15]=[C:4]([OH:3])[CH:5]=[CH:6][C:7]2=1. The yield is 0.400.